From a dataset of Forward reaction prediction with 1.9M reactions from USPTO patents (1976-2016). Predict the product of the given reaction. (1) Given the reactants [H-].[Na+].[Si:3]([O:20][CH2:21][CH2:22][O:23][CH2:24][C@H:25]([OH:35])[C:26]([NH:28][C:29]1[CH:34]=[CH:33][CH:32]=[CH:31][N:30]=1)=[O:27])([C:16]([CH3:19])([CH3:18])[CH3:17])([C:10]1[CH:15]=[CH:14][CH:13]=[CH:12][CH:11]=1)[C:4]1[CH:9]=[CH:8][CH:7]=[CH:6][CH:5]=1.Cl[C:37]1[N:42]=[CH:41][N:40]=[C:39]2[N:43]([C:46]3[CH:51]=[CH:50][CH:49]=[CH:48][C:47]=3[C:52]([F:55])([F:54])[F:53])[N:44]=[CH:45][C:38]=12.C(O)(=O)CC(CC(O)=O)(C(O)=O)O, predict the reaction product. The product is: [Si:3]([O:20][CH2:21][CH2:22][O:23][CH2:24][C@H:25]([O:35][C:37]1[N:42]=[CH:41][N:40]=[C:39]2[N:43]([C:46]3[CH:51]=[CH:50][CH:49]=[CH:48][C:47]=3[C:52]([F:55])([F:54])[F:53])[N:44]=[CH:45][C:38]=12)[C:26]([NH:28][C:29]1[CH:34]=[CH:33][CH:32]=[CH:31][N:30]=1)=[O:27])([C:16]([CH3:19])([CH3:18])[CH3:17])([C:10]1[CH:15]=[CH:14][CH:13]=[CH:12][CH:11]=1)[C:4]1[CH:9]=[CH:8][CH:7]=[CH:6][CH:5]=1. (2) Given the reactants [CH2:1]([NH:8][C:9]1[CH:14]=[CH:13][CH:12]=[C:11](Br)[CH:10]=1)[C:2]1[CH:7]=[CH:6][CH:5]=[CH:4][CH:3]=1.[B:16]1([B:16]2[O:20][C:19]([CH3:22])([CH3:21])[C:18]([CH3:24])([CH3:23])[O:17]2)[O:20][C:19]([CH3:22])([CH3:21])[C:18]([CH3:24])([CH3:23])[O:17]1.C([O-])(=O)C.[K+], predict the reaction product. The product is: [CH2:1]([NH:8][C:9]1[CH:14]=[CH:13][CH:12]=[C:11]([B:16]2[O:20][C:19]([CH3:22])([CH3:21])[C:18]([CH3:24])([CH3:23])[O:17]2)[CH:10]=1)[C:2]1[CH:7]=[CH:6][CH:5]=[CH:4][CH:3]=1. (3) Given the reactants [F:1][C:2]1[C:10]2[O:9][C:8]([CH3:12])([CH3:11])[CH2:7][C:6]=2[CH:5]=[C:4](B(O)O)[CH:3]=1.[OH:16]OS([O-])=O.[K+].S([O-])([O-])(=O)=S.[Na+].[Na+], predict the reaction product. The product is: [F:1][C:2]1[C:10]2[O:9][C:8]([CH3:12])([CH3:11])[CH2:7][C:6]=2[CH:5]=[C:4]([OH:16])[CH:3]=1.